Dataset: Catalyst prediction with 721,799 reactions and 888 catalyst types from USPTO. Task: Predict which catalyst facilitates the given reaction. (1) Reactant: [F:1][C:2]([F:41])([F:40])[C:3]1[CH:4]=[C:5]([C@H:13]([O:16][C@H:17]2[CH2:25][CH2:24][C@H:23]3[C@@H:19]([CH2:20][N:21](C(OC(C)(C)C)=O)[CH2:22]3)[C@@H:18]2[C:33]2[CH:38]=[CH:37][CH:36]=[CH:35][C:34]=2[CH3:39])[CH2:14][OH:15])[CH:6]=[C:7]([C:9]([F:12])([F:11])[F:10])[CH:8]=1. Product: [F:11][C:9]([F:10])([F:12])[C:7]1[CH:6]=[C:5]([C@H:13]([O:16][C@H:17]2[CH2:25][CH2:24][C@H:23]3[C@@H:19]([CH2:20][NH:21][CH2:22]3)[C@@H:18]2[C:33]2[CH:38]=[CH:37][CH:36]=[CH:35][C:34]=2[CH3:39])[CH2:14][OH:15])[CH:4]=[C:3]([C:2]([F:41])([F:40])[F:1])[CH:8]=1. The catalyst class is: 89. (2) Reactant: C(N(CC)C(C)C)(C)C.[Cl:10][C:11]1[CH:33]=[CH:32][C:14]([CH2:15][NH:16][C:17]([C:19]2[C:20](=[O:31])[C:21]3[CH:28]=[C:27]([CH2:29]Cl)[O:26][C:22]=3[N:23]([CH3:25])[CH:24]=2)=[O:18])=[CH:13][CH:12]=1.[CH3:34][NH:35][CH2:36][CH:37]([C:39]1[N:40]([CH3:44])[CH:41]=[CH:42][CH:43]=1)[OH:38].O. Product: [Cl:10][C:11]1[CH:33]=[CH:32][C:14]([CH2:15][NH:16][C:17]([C:19]2[C:20](=[O:31])[C:21]3[CH:28]=[C:27]([CH2:29][N:35]([CH2:36][CH:37]([OH:38])[C:39]4[N:40]([CH3:44])[CH:41]=[CH:42][CH:43]=4)[CH3:34])[O:26][C:22]=3[N:23]([CH3:25])[CH:24]=2)=[O:18])=[CH:13][CH:12]=1. The catalyst class is: 3. (3) Reactant: [H-].[Na+].[C:3]([CH2:5]P(=O)(OCC)OCC)#[N:4].[CH2:14]([N:18]([CH2:36][CH2:37][CH2:38][CH3:39])[C:19]1[CH:24]=[CH:23][C:22]([CH:25]=[CH:26][C:27]2[S:31][C:30]([CH:32]=O)=[CH:29][CH:28]=2)=[C:21]([O:34][CH3:35])[CH:20]=1)[CH2:15][CH2:16][CH3:17].O. Product: [CH2:14]([N:18]([CH2:36][CH2:37][CH2:38][CH3:39])[C:19]1[CH:24]=[CH:23][C:22]([CH:25]=[CH:26][C:27]2[S:31][C:30]([CH:32]=[CH:5][C:3]#[N:4])=[CH:29][CH:28]=2)=[C:21]([O:34][CH3:35])[CH:20]=1)[CH2:15][CH2:16][CH3:17]. The catalyst class is: 7. (4) Reactant: [Cl:1][C:2]1[C:11]2[C:6](=[CH:7][CH:8]=[C:9](F)[CH:10]=2)[C:5]([OH:13])=[CH:4][N:3]=1.C([O-])([O-])=O.[K+].[K+].[CH:20]1(CBr)C[CH2:21]1. Product: [Cl:1][C:2]1[C:11]2[C:6](=[CH:7][CH:8]=[CH:9][CH:10]=2)[C:5]([O:13][CH2:20][CH3:21])=[CH:4][N:3]=1. The catalyst class is: 10. (5) Reactant: [Br:1][C:2]1[CH:3]=[C:4]([CH:7]=O)[S:5][CH:6]=1.[NH:9]1[CH2:14][CH2:13][O:12][CH2:11][CH2:10]1.[BH-](OC(C)=O)(OC(C)=O)OC(C)=O.[Na+].C(OCC)(=O)C. Product: [Br:1][C:2]1[CH:3]=[C:4]([CH2:7][N:9]2[CH2:14][CH2:13][O:12][CH2:11][CH2:10]2)[S:5][CH:6]=1. The catalyst class is: 1.